From a dataset of TCR-epitope binding with 47,182 pairs between 192 epitopes and 23,139 TCRs. Binary Classification. Given a T-cell receptor sequence (or CDR3 region) and an epitope sequence, predict whether binding occurs between them. (1) Result: 1 (the TCR binds to the epitope). The epitope is VLWAHGFEL. The TCR CDR3 sequence is CATNQGARGTDTQYF. (2) The epitope is ALLADKFPV. The TCR CDR3 sequence is CSGAGGRLGGYTF. Result: 0 (the TCR does not bind to the epitope).